Task: Predict the reaction yield, written as a fraction of the theoretical maximum amount of product (1.0 means a 100% yield; for example, 0.34 means a 34% yield).. Dataset: Reaction yield outcomes from USPTO patents with 853,638 reactions (1) The reactants are [C:1]1([C:7]2[CH:8]=[N:9][N:10]([CH2:12][CH2:13][CH2:14][C:15]([OH:17])=O)[CH:11]=2)[CH:6]=[CH:5][CH:4]=[CH:3][CH:2]=1.[CH2:18]([N:23]1[C:31]2[N:30]=[CH:29][NH:28][C:27]=2[C:26](=[O:32])[NH:25]/[C:24]/1=[N:33]\[NH2:34])[CH2:19][CH2:20][CH2:21][CH3:22].F[P-](F)(F)(F)(F)F.N1(O[P+](N(C)C)(N(C)C)N(C)C)C2C=CC=CC=2N=N1.C(N(CC)CC)C. The catalyst is CN(C=O)C.CCOC(C)=O. The product is [O:32]=[C:26]1[NH:25]/[C:24](=[N:33]\[NH:34][C:15](=[O:17])[CH2:14][CH2:13][CH2:12][N:10]2[CH:11]=[C:7]([C:1]3[CH:2]=[CH:3][CH:4]=[CH:5][CH:6]=3)[CH:8]=[N:9]2)/[N:23]([CH2:18][CH2:19][CH2:20][CH2:21][CH3:22])[C:31]2[N:30]=[CH:29][NH:28][C:27]1=2. The yield is 0.997. (2) The reactants are [Br:1][C:2]1[CH:11]=[CH:10][CH:9]=[C:8]2[C:3]=1[N:4]=[C:5](Cl)[C:6]([CH3:12])=[N:7]2.[C:14]1(B(O)O)[CH:19]=[CH:18][CH:17]=[CH:16][CH:15]=1.C([O-])([O-])=O.[Na+].[Na+]. The catalyst is CC#N.O.C1C=CC([P]([Pd]([P](C2C=CC=CC=2)(C2C=CC=CC=2)C2C=CC=CC=2)([P](C2C=CC=CC=2)(C2C=CC=CC=2)C2C=CC=CC=2)[P](C2C=CC=CC=2)(C2C=CC=CC=2)C2C=CC=CC=2)(C2C=CC=CC=2)C2C=CC=CC=2)=CC=1. The product is [Br:1][C:2]1[CH:11]=[CH:10][CH:9]=[C:8]2[C:3]=1[N:4]=[C:5]([C:14]1[CH:19]=[CH:18][CH:17]=[CH:16][CH:15]=1)[C:6]([CH3:12])=[N:7]2. The yield is 0.890.